This data is from Reaction yield outcomes from USPTO patents with 853,638 reactions. The task is: Predict the reaction yield, written as a fraction of the theoretical maximum amount of product (1.0 means a 100% yield; for example, 0.34 means a 34% yield). (1) The reactants are [Cl-].O[NH3+:3].[C:4](=[O:7])([O-])[OH:5].[Na+].CS(C)=O.[CH2:13]([C:17]1[N:18]=[C:19]([CH3:46])[N:20]([C:39]2[CH:44]=[CH:43][CH:42]=[C:41]([F:45])[CH:40]=2)[C:21](=[O:38])[C:22]=1[CH2:23][C:24]1[CH:29]=[CH:28][C:27]([C:30]2[C:31]([C:36]#[N:37])=[CH:32][CH:33]=[CH:34][CH:35]=2)=[CH:26][CH:25]=1)[CH2:14][CH2:15][CH3:16]. The catalyst is O.C(OCC)(=O)C. The product is [CH2:13]([C:17]1[N:18]=[C:19]([CH3:46])[N:20]([C:39]2[CH:44]=[CH:43][CH:42]=[C:41]([F:45])[CH:40]=2)[C:21](=[O:38])[C:22]=1[CH2:23][C:24]1[CH:25]=[CH:26][C:27]([C:30]2[CH:35]=[CH:34][CH:33]=[CH:32][C:31]=2[C:36]2[NH:3][C:4](=[O:7])[O:5][N:37]=2)=[CH:28][CH:29]=1)[CH2:14][CH2:15][CH3:16]. The yield is 0.660. (2) The reactants are [Cl:1][C:2]1[N:7]=[C:6]([CH2:8][C:9]([C:11]2[C:12]([F:29])=[C:13]([NH:17][S:18]([C:21]3[CH:26]=[C:25]([F:27])[CH:24]=[CH:23][C:22]=3[F:28])(=[O:20])=[O:19])[CH:14]=[CH:15][CH:16]=2)=O)[CH:5]=[CH:4][N:3]=1.CC(N(C)C)=O.C1C(=O)N(Br)C(=O)C1.[CH3:44][C@H:45]1[O:50][C@@H:49]([CH3:51])[CH2:48][N:47]([C:52](=[S:54])[NH2:53])[CH2:46]1. The catalyst is O. The product is [Cl:1][C:2]1[N:7]=[C:6]([C:8]2[S:54][C:52]([N:47]3[CH2:48][C@H:49]([CH3:51])[O:50][C@H:45]([CH3:44])[CH2:46]3)=[N:53][C:9]=2[C:11]2[C:12]([F:29])=[C:13]([NH:17][S:18]([C:21]3[CH:26]=[C:25]([F:27])[CH:24]=[CH:23][C:22]=3[F:28])(=[O:20])=[O:19])[CH:14]=[CH:15][CH:16]=2)[CH:5]=[CH:4][N:3]=1. The yield is 0.890.